Regression. Given a peptide amino acid sequence and an MHC pseudo amino acid sequence, predict their binding affinity value. This is MHC class II binding data. From a dataset of Peptide-MHC class II binding affinity with 134,281 pairs from IEDB. (1) The peptide sequence is CDMLRLIDYNKAALS. The MHC is H-2-IAd with pseudo-sequence H-2-IAd. The binding affinity (normalized) is 0.695. (2) The peptide sequence is SQDLELSWNLNGLCAY. The MHC is DRB1_1302 with pseudo-sequence DRB1_1302. The binding affinity (normalized) is 0.686.